This data is from Full USPTO retrosynthesis dataset with 1.9M reactions from patents (1976-2016). The task is: Predict the reactants needed to synthesize the given product. (1) The reactants are: [CH3:1][C:2]1[N:3]=[CH:4][CH:5]=[C:6]2[C:11]=1[C:10](=[O:12])[N:9]([CH3:13])[C:8]1[CH:14]=[C:15]([O:18][CH2:19][C@H:20]([NH:25][C:26](=[O:32])[O:27][C:28]([CH3:31])([CH3:30])[CH3:29])[CH2:21][CH:22]([CH3:24])[CH3:23])[CH:16]=[CH:17][C:7]2=1.C1C(=O)N([Cl:40])C(=O)C1. Given the product [Cl:40][C:16]1[C:15]([O:18][CH2:19][C@H:20]([NH:25][C:26](=[O:32])[O:27][C:28]([CH3:30])([CH3:29])[CH3:31])[CH2:21][CH:22]([CH3:24])[CH3:23])=[CH:14][C:8]2[N:9]([CH3:13])[C:10](=[O:12])[C:11]3[C:6]([C:7]=2[CH:17]=1)=[CH:5][CH:4]=[N:3][C:2]=3[CH3:1], predict the reactants needed to synthesize it. (2) Given the product [CH2:15]([O:14][C:12]([C:9]1[C:10]([Cl:11])=[C:6]2[C:4](=[O:5])[NH:23][CH2:22][CH2:20][N:7]2[N:8]=1)=[O:13])[CH3:16], predict the reactants needed to synthesize it. The reactants are: C(O[C:4]([C:6]1[C:10]([Cl:11])=[C:9]([C:12]([O:14][CH2:15][CH3:16])=[O:13])[NH:8][N:7]=1)=[O:5])C.C(O[C:20]([C:22]1[N:23](CCNC(OC(C)(C)C)=O)N=C(COC2C=CC=CC=2)C=1)=O)C.C(OC(C1C=C2C(=O)NCCN2N=1)=O)C. (3) Given the product [CH2:34]([O:33][C:31](=[O:32])[NH:1][CH2:2][C@@H:3]1[O:7][C:6](=[O:8])[N:5]([C:9]2[CH:22]=[CH:21][C:12]3[C:13]4[O:14][N:15]=[CH:16][C:17]=4[CH2:18][CH2:19][CH2:20][C:11]=3[CH:10]=2)[CH2:4]1)[CH3:35], predict the reactants needed to synthesize it. The reactants are: [NH2:1][CH2:2][C@@H:3]1[O:7][C:6](=[O:8])[N:5]([C:9]2[CH:22]=[CH:21][C:12]3[C:13]4[O:14][N:15]=[CH:16][C:17]=4[CH2:18][CH2:19][CH2:20][C:11]=3[CH:10]=2)[CH2:4]1.C(N(CC)CC)C.Cl[C:31]([O:33][CH2:34][CH3:35])=[O:32]. (4) Given the product [Cl:44][CH2:45][CH2:46][O:1][C:2]1[CH:3]=[CH:4][CH:5]=[C:6]2[C:10]=1[NH:9][CH:8]=[CH:7]2, predict the reactants needed to synthesize it. The reactants are: [OH:1][C:2]1[CH:3]=[CH:4][CH:5]=[C:6]2[C:10]=1[NH:9][CH:8]=[CH:7]2.C1(P(C2C=CC=CC=2)C2C=CC=CC=2)C=CC=CC=1.N(C(OC(C)C)=O)=NC(OC(C)C)=O.[Cl:44][CH2:45][CH2:46]O. (5) Given the product [CH3:18][C:4]1[CH:3]=[C:2]([C:27]2[CH:28]=[C:23]([CH:24]=[CH:25][CH:26]=2)[C:21]([O:20][CH3:19])=[O:22])[O:6][C:5]=1[CH:7]=[C:8]1[C:16]2[C:11](=[CH:12][CH:13]=[CH:14][CH:15]=2)[NH:10][C:9]1=[O:17], predict the reactants needed to synthesize it. The reactants are: Br[C:2]1[O:6][C:5]([CH:7]=[C:8]2[C:16]3[C:11](=[CH:12][CH:13]=[CH:14][CH:15]=3)[NH:10][C:9]2=[O:17])=[C:4]([CH3:18])[CH:3]=1.[CH3:19][O:20][C:21]([C:23]1[CH:24]=[C:25](B(O)O)[CH:26]=[CH:27][CH:28]=1)=[O:22].C([O-])([O-])=O.[Cs+].[Cs+]. (6) Given the product [F:13][CH:14]([F:23])[O:15][C:16]1[CH:17]=[C:18]([CH:19]=[CH:20][CH:21]=1)[O:22][C:2]1[N:6]([CH3:7])[N:5]=[C:4]([CH:8]([F:10])[F:9])[C:3]=1[C:11]([OH:12])=[O:25], predict the reactants needed to synthesize it. The reactants are: Cl[C:2]1[N:6]([CH3:7])[N:5]=[C:4]([CH:8]([F:10])[F:9])[C:3]=1[CH:11]=[O:12].[F:13][CH:14]([F:23])[O:15][C:16]1[CH:17]=[C:18]([OH:22])[CH:19]=[CH:20][CH:21]=1.C(=O)([O-])[O-:25].[K+].[K+]. (7) The reactants are: Br[C:2]1[C:3]([F:20])=[CH:4][C:5]2[C:10]([CH:11]=1)=[CH:9][C:8]([O:12][C@H:13]1[CH2:18][CH2:17][C@@H:16]([CH3:19])[CH2:15][CH2:14]1)=[CH:7][CH:6]=2.[Li]CCCC.CN([CH:29]=[O:30])C. Given the product [F:20][C:3]1[C:2]([CH:29]=[O:30])=[CH:11][C:10]2[C:5]([CH:4]=1)=[CH:6][CH:7]=[C:8]([O:12][C@H:13]1[CH2:18][CH2:17][C@@H:16]([CH3:19])[CH2:15][CH2:14]1)[CH:9]=2, predict the reactants needed to synthesize it. (8) Given the product [Cl:8][C:6]1[C:5]([N+:9]([O-:11])=[O:10])=[CH:4][C:3]2[O:12][C:13]([C:14]3[CH:19]=[CH:18][CH:17]=[CH:16][CH:15]=3)=[N:1][C:2]=2[CH:7]=1, predict the reactants needed to synthesize it. The reactants are: [NH2:1][C:2]1[CH:7]=[C:6]([Cl:8])[C:5]([N+:9]([O-:11])=[O:10])=[CH:4][C:3]=1[OH:12].[CH:13](=O)[C:14]1[CH:19]=[CH:18][CH:17]=[CH:16][CH:15]=1.C. (9) Given the product [C:1]([O:5][C:6](=[O:22])[CH2:7][CH:8]([NH:13][C:14](=[O:21])[C:15]1[CH:16]=[CH:17][CH:18]=[CH:19][CH:20]=1)[C:9](=[O:12])[CH2:10][F:11])([CH3:4])([CH3:2])[CH3:3], predict the reactants needed to synthesize it. The reactants are: [C:1]([O:5][C:6](=[O:22])[CH2:7][CH:8]([NH:13][C:14](=[O:21])[C:15]1[CH:20]=[CH:19][CH:18]=[CH:17][CH:16]=1)[CH:9]([OH:12])[CH2:10][F:11])([CH3:4])([CH3:3])[CH3:2].C(=O)([O-])O.[Na+].S([O-])([O-])(=O)=S.[Na+].[Na+].